Dataset: Catalyst prediction with 721,799 reactions and 888 catalyst types from USPTO. Task: Predict which catalyst facilitates the given reaction. (1) Reactant: C([N:8]1[CH2:14][CH2:13][C:12]2[C:15](Cl)=[N:16][C:17]([CH:19]([C:21]3[CH:26]=[CH:25][CH:24]=[CH:23][CH:22]=3)[CH3:20])=[N:18][C:11]=2[CH2:10][CH2:9]1)C1C=CC=CC=1. Product: [C:21]1([CH:19]([C:17]2[N:16]=[CH:15][C:12]3[CH2:13][CH2:14][NH:8][CH2:9][CH2:10][C:11]=3[N:18]=2)[CH3:20])[CH:26]=[CH:25][CH:24]=[CH:23][CH:22]=1. The catalyst class is: 78. (2) Reactant: [CH3:1][C:2]1[C:6]([CH2:7][OH:8])=[CH:5][N:4]([C:9]2[CH:14]=[CH:13][C:12]([C:15]([F:18])([F:17])[F:16])=[CH:11][N:10]=2)[N:3]=1.O[C:20]1[CH:24]=[C:23]([C:25]([O:27][CH3:28])=[O:26])[N:22]([CH3:29])[N:21]=1.C1(P(C2C=CC=CC=2)C2C=CC=CC=2)C=CC=CC=1.N(C(OCC)=O)=NC(OCC)=O. Product: [CH3:29][N:22]1[C:23]([C:25]([O:27][CH3:28])=[O:26])=[CH:24][C:20]([O:8][CH2:7][C:6]2[C:2]([CH3:1])=[N:3][N:4]([C:9]3[CH:14]=[CH:13][C:12]([C:15]([F:18])([F:16])[F:17])=[CH:11][N:10]=3)[CH:5]=2)=[N:21]1. The catalyst class is: 359. (3) Reactant: [Br:1][C:2]1[CH:7]=[CH:6][C:5]([C:8]2[CH:13]=[CH:12][C:11]([OH:14])=[CH:10][CH:9]=2)=[CH:4][CH:3]=1.Br[CH2:16][CH2:17][CH2:18][CH2:19][CH3:20].C(=O)([O-])[O-].[K+].[K+]. Product: [Br:1][C:2]1[CH:3]=[CH:4][C:5]([C:8]2[CH:13]=[CH:12][C:11]([O:14][CH2:16][CH2:17][CH2:18][CH2:19][CH3:20])=[CH:10][CH:9]=2)=[CH:6][CH:7]=1. The catalyst class is: 21. (4) Reactant: [N+:1]([C:4]1[CH:9]=[CH:8][C:7]([N:10]2[CH:14]3[CH2:15][CH2:16][CH:11]2[CH2:12][CH2:13]3)=[CH:6][C:5]=1[C:17]([F:20])([F:19])[F:18])([O-])=O. Product: [CH:11]12[N:10]([C:7]3[CH:8]=[CH:9][C:4]([NH2:1])=[C:5]([C:17]([F:20])([F:18])[F:19])[CH:6]=3)[CH:14]([CH2:13][CH2:12]1)[CH2:15][CH2:16]2. The catalyst class is: 45. (5) Reactant: [CH3:1][C:2]1[C:3]([CH3:27])=[CH:4][C:5]2[N:14]([CH2:15][CH2:16][CH2:17][C:18]3[CH:23]=[CH:22][CH:21]=[CH:20][CH:19]=3)[C:13]3[C:8]([C:9](=[O:25])[NH:10][C:11](=[O:24])[N:12]=3)=[N:7][C:6]=2[CH:26]=1.C(OOC(=O)C1C=CC=CC=1)(=O)C1C=CC=CC=1.[Br:46]Br. Product: [Br:46][CH2:27][C:3]1[C:2]([CH3:1])=[CH:26][C:6]2[N:7]=[C:8]3[C:13]([N:14]([CH2:15][CH2:16][CH2:17][C:18]4[CH:19]=[CH:20][CH:21]=[CH:22][CH:23]=4)[C:5]=2[CH:4]=1)=[N:12][C:11](=[O:24])[NH:10][C:9]3=[O:25]. The catalyst class is: 12. (6) Reactant: [NH2:1][C:2]1[C:17]([F:18])=[CH:16][C:5]([O:6][C:7]2[CH:12]=[CH:11][N:10]=[C:9]([C:13]([NH2:15])=[O:14])[CH:8]=2)=[C:4]([F:19])[CH:3]=1.C(N(C(C)C)CC)(C)C.COC1C=CC(CNC2N=CN=C(OC3C=CC(N[C:51]([NH:53][C:54](=[O:63])[CH2:55][C:56]4[CH:61]=[CH:60][C:59]([F:62])=[CH:58][CH:57]=4)=[O:52])=CC=3F)C=2)=CC=1.FC1C=CC(CC(N=C=O)=O)=CC=1. Product: [C:13]([C:9]1[CH:8]=[C:7]([O:6][C:5]2[C:4]([F:19])=[CH:3][C:2]([NH:1][C:51]([NH:53][C:54](=[O:63])[CH2:55][C:56]3[CH:61]=[CH:60][C:59]([F:62])=[CH:58][CH:57]=3)=[O:52])=[C:17]([F:18])[CH:16]=2)[CH:12]=[CH:11][N:10]=1)(=[O:14])[NH2:15]. The catalyst class is: 1.